This data is from Full USPTO retrosynthesis dataset with 1.9M reactions from patents (1976-2016). The task is: Predict the reactants needed to synthesize the given product. (1) Given the product [OH:1][C:2]1[C:3]([C:22]([NH:24][CH2:25][C:26]([OH:28])=[O:27])=[O:23])=[C:4]2[C:9](=[CH:10][CH:11]=1)[N:8]=[C:7]([NH:12][CH2:13][CH2:14][CH3:15])[C:6]([C:16]1[CH:21]=[CH:20][CH:19]=[CH:18][CH:17]=1)=[N:5]2, predict the reactants needed to synthesize it. The reactants are: [OH:1][C:2]1[C:3]([C:22]([NH:24][CH2:25][C:26]([O:28]CC)=[O:27])=[O:23])=[C:4]2[C:9](=[CH:10][CH:11]=1)[N:8]=[C:7]([NH:12][CH2:13][CH2:14][CH3:15])[C:6]([C:16]1[CH:21]=[CH:20][CH:19]=[CH:18][CH:17]=1)=[N:5]2.[OH-].[Na+]. (2) Given the product [CH3:17][O:18][C:19]1[CH:20]=[C:21]([C:22]2[O:16][C:15]3[C:10]([N:9]=2)=[N:11][CH:12]=[CH:13][CH:14]=3)[CH:25]=[CH:26][C:27]=1[C:28]1[CH:33]=[CH:32][CH:31]=[CH:30][N:29]=1, predict the reactants needed to synthesize it. The reactants are: C[Si](OP(=O)=O)(C)C.[NH2:9][C:10]1[C:15]([OH:16])=[CH:14][CH:13]=[CH:12][N:11]=1.[CH3:17][O:18][C:19]1[CH:20]=[C:21]([CH:25]=[CH:26][C:27]=1[C:28]1[CH:33]=[CH:32][CH:31]=[CH:30][N:29]=1)[C:22](O)=O. (3) Given the product [Si:15]([O:14][CH:12]1[CH2:11][CH:10]([C:22](=[O:24])[NH:30][C:29]2[CH:31]=[CH:32][C:26]([Cl:25])=[CH:27][CH:28]=2)[CH2:9][N:8]([C:6]([O:5][C:1]([CH3:2])([CH3:4])[CH3:3])=[O:7])[CH2:13]1)([C:18]([CH3:19])([CH3:20])[CH3:21])([CH3:17])[CH3:16], predict the reactants needed to synthesize it. The reactants are: [C:1]([O:5][C:6]([N:8]1[CH2:13][CH:12]([O:14][Si:15]([C:18]([CH3:21])([CH3:20])[CH3:19])([CH3:17])[CH3:16])[CH2:11][CH:10]([C:22]([OH:24])=O)[CH2:9]1)=[O:7])([CH3:4])([CH3:3])[CH3:2].[Cl:25][C:26]1[CH:32]=[CH:31][C:29]([NH2:30])=[CH:28][CH:27]=1.C(N(CC)C(C)C)(C)C.Cl.C(N=C=NCCCN(C)C)C. (4) Given the product [CH3:1][O:2][C:3](=[O:27])[CH2:4][O:5][C:6]1[CH:15]=[CH:14][C:13]([Cl:16])=[C:12]2[C:7]=1[C:8]([CH3:26])=[C:9]([CH2:18][C:19]1[CH:20]=[CH:21][C:22]([F:25])=[CH:23][CH:24]=1)[C:10]([O:17][CH:40]([CH3:42])[CH3:41])=[N:11]2, predict the reactants needed to synthesize it. The reactants are: [CH3:1][O:2][C:3](=[O:27])[CH2:4][O:5][C:6]1[CH:15]=[CH:14][C:13]([Cl:16])=[C:12]2[C:7]=1[C:8]([CH3:26])=[C:9]([CH2:18][C:19]1[CH:24]=[CH:23][C:22]([F:25])=[CH:21][CH:20]=1)[C:10](=[O:17])[NH:11]2.CN(C)C=O.C(=O)([O-])[O-].[K+].[K+].I[CH:40]([CH3:42])[CH3:41]. (5) Given the product [CH3:26][CH:25]([CH2:28][CH2:29][CH2:30][CH2:31][CH2:32][CH2:33][CH2:34][CH2:35][CH3:36])[CH2:24][NH:1][C:2]1[CH:3]=[C:4]([C:8]2[N:13]3[N:14]=[CH:15][C:16]([C:17]([C:19]4[S:20][CH:21]=[CH:22][CH:23]=4)=[O:18])=[C:12]3[N:11]=[CH:10][CH:9]=2)[CH:5]=[CH:6][CH:7]=1, predict the reactants needed to synthesize it. The reactants are: [NH2:1][C:2]1[CH:3]=[C:4]([C:8]2[N:13]3[N:14]=[CH:15][C:16]([C:17]([C:19]4[S:20][CH:21]=[CH:22][CH:23]=4)=[O:18])=[C:12]3[N:11]=[CH:10][CH:9]=2)[CH:5]=[CH:6][CH:7]=1.[CH3:24][CH:25]([CH2:28][CH2:29][CH2:30][CH2:31][CH2:32][CH2:33][CH2:34][CH2:35][CH3:36])[CH:26]=O.